From a dataset of Forward reaction prediction with 1.9M reactions from USPTO patents (1976-2016). Predict the product of the given reaction. (1) Given the reactants Br[C:2]1[CH:11]=[CH:10][C:5]2[NH:6][C:7](=[O:9])[NH:8][C:4]=2[CH:3]=1.[N+:12]([C:15]1[CH:16]=[C:17](B(O)O)[CH:18]=[CH:19][CH:20]=1)([O-:14])=[O:13], predict the reaction product. The product is: [N+:12]([C:15]1[CH:20]=[C:19]([C:2]2[CH:11]=[CH:10][C:5]3[NH:6][C:7](=[O:9])[NH:8][C:4]=3[CH:3]=2)[CH:18]=[CH:17][CH:16]=1)([O-:14])=[O:13]. (2) Given the reactants [Br:1][C:2]1[CH:11]=[C:10]([Br:12])[CH:9]=[C:8]2[C:3]=1[CH:4]=[C:5](Cl)[NH:6][C:7]2=[O:13].[CH3:15][N:16]1[CH2:21][CH2:20][NH:19][CH2:18][CH2:17]1, predict the reaction product. The product is: [Br:1][C:2]1[CH:11]=[C:10]([Br:12])[CH:9]=[C:8]2[C:3]=1[CH:4]=[C:5]([N:19]1[CH2:20][CH2:21][N:16]([CH3:15])[CH2:17][CH2:18]1)[NH:6][C:7]2=[O:13]. (3) Given the reactants [C:1]([O:5][C@@H:6]([C:12]1[C:21]([CH3:22])=[CH:20][C:19]2[C:14](=[CH:15][CH:16]=[C:17]([C:23]3[CH:28]=[CH:27][N:26]=[CH:25][CH:24]=3)[CH:18]=2)[C:13]=1[C:29]1[CH:34]=[CH:33][C:32]([Cl:35])=[CH:31][CH:30]=1)[C:7]([O:9]CC)=[O:8])([CH3:4])([CH3:3])[CH3:2].[Li+].[OH-], predict the reaction product. The product is: [C:1]([O:5][C@@H:6]([C:12]1[C:21]([CH3:22])=[CH:20][C:19]2[C:14](=[CH:15][CH:16]=[C:17]([C:23]3[CH:24]=[CH:25][N:26]=[CH:27][CH:28]=3)[CH:18]=2)[C:13]=1[C:29]1[CH:34]=[CH:33][C:32]([Cl:35])=[CH:31][CH:30]=1)[C:7]([OH:9])=[O:8])([CH3:4])([CH3:2])[CH3:3]. (4) Given the reactants [N:1]1[CH:6]=[CH:5][CH:4]=[C:3]([C:7]2[N:23]=[C:10]3[CH:11]=[C:12]([NH:15]C(=O)OC(C)(C)C)[CH:13]=[CH:14][N:9]3[N:8]=2)[CH:2]=1.Cl, predict the reaction product. The product is: [N:1]1[CH:6]=[CH:5][CH:4]=[C:3]([C:7]2[N:23]=[C:10]3[CH:11]=[C:12]([NH2:15])[CH:13]=[CH:14][N:9]3[N:8]=2)[CH:2]=1. (5) Given the reactants C([O:4][C:5]1[CH:10]=[CH:9][CH:8]=[CH:7][C:6]=1[CH:11]=[CH:12][C:13]([NH:15][C@H:16]([C:28]([O:30]C)=[O:29])[CH2:17][C:18]1[C:26]2[C:21](=[CH:22][CH:23]=[CH:24][CH:25]=2)[N:20]([CH3:27])[CH:19]=1)=[O:14])(=O)C.[OH-].[Na+], predict the reaction product. The product is: [OH:4][C:5]1[CH:10]=[CH:9][CH:8]=[CH:7][C:6]=1[CH:11]=[CH:12][C:13]([NH:15][C@H:16]([C:28]([OH:30])=[O:29])[CH2:17][C:18]1[C:26]2[C:21](=[CH:22][CH:23]=[CH:24][CH:25]=2)[N:20]([CH3:27])[CH:19]=1)=[O:14]. (6) Given the reactants C(N(CC)CC)C.[NH2:8][C:9]1[CH:14]=[CH:13][C:12]([C:15]([F:18])([F:17])[F:16])=[CH:11][N:10]=1.[C:19]([O:22][CH2:23][C:24](Cl)=[O:25])(=[O:21])[CH3:20], predict the reaction product. The product is: [C:19]([O:22][CH2:23][C:24](=[O:25])[NH:8][C:9]1[CH:14]=[CH:13][C:12]([C:15]([F:16])([F:18])[F:17])=[CH:11][N:10]=1)(=[O:21])[CH3:20].